From a dataset of Full USPTO retrosynthesis dataset with 1.9M reactions from patents (1976-2016). Predict the reactants needed to synthesize the given product. (1) Given the product [F:1][B-:2]([F:5])([F:4])[F:3].[C:19]1([I+:18][C:12]2[CH:13]=[CH:14][CH:15]=[CH:16][CH:17]=2)[CH:20]=[CH:21][CH:22]=[CH:23][CH:24]=1, predict the reactants needed to synthesize it. The reactants are: [F:1][B-:2]([F:5])([F:4])[F:3].[H+].P(O)(O)O.[Cl-].[C:12]1([I+:18][C:19]2[CH:24]=[CH:23][CH:22]=[CH:21][CH:20]=2)[CH:17]=[CH:16][CH:15]=[CH:14][CH:13]=1. (2) Given the product [Cl:3][C:4]1[CH:12]=[CH:11][C:10]2[N:9]([CH2:33][CH2:32][O:31][C:30]3[CH:35]=[CH:36][C:27]([F:26])=[CH:28][CH:29]=3)[C:8]3[CH2:13][CH2:14][N:15]([C:18]([O:20][C:21]([CH3:22])([CH3:24])[CH3:23])=[O:19])[CH2:16][CH2:17][C:7]=3[C:6]=2[C:5]=1[Cl:25], predict the reactants needed to synthesize it. The reactants are: [H-].[Na+].[Cl:3][C:4]1[CH:12]=[CH:11][C:10]2[NH:9][C:8]3[CH2:13][CH2:14][N:15]([C:18]([O:20][C:21]([CH3:24])([CH3:23])[CH3:22])=[O:19])[CH2:16][CH2:17][C:7]=3[C:6]=2[C:5]=1[Cl:25].[F:26][C:27]1[CH:36]=[CH:35][C:30]([O:31][CH2:32][CH2:33]Br)=[CH:29][CH:28]=1. (3) The reactants are: C[O:2][C:3](=O)[C:4]1[CH:9]=[C:8]([O:10][CH3:11])[CH:7]=[CH:6][C:5]=1[NH:12][C:13]([C:15]1[C:24]2[C:19](=[CH:20][CH:21]=[CH:22][CH:23]=2)[N:18]=[CH:17][CH:16]=1)=[O:14].[CH:26]1([CH2:30][NH2:31])[CH2:29][CH2:28][CH2:27]1. Given the product [CH:26]1([CH2:30][NH:31][C:3]([C:4]2[CH:9]=[C:8]([O:10][CH3:11])[CH:7]=[CH:6][C:5]=2[NH:12][C:13]([C:15]2[C:24]3[C:19](=[CH:20][CH:21]=[CH:22][CH:23]=3)[N:18]=[CH:17][CH:16]=2)=[O:14])=[O:2])[CH2:29][CH2:28][CH2:27]1, predict the reactants needed to synthesize it.